From a dataset of Full USPTO retrosynthesis dataset with 1.9M reactions from patents (1976-2016). Predict the reactants needed to synthesize the given product. (1) Given the product [CH2:1]([O:3][C:4]([N:6]1[CH2:23][CH2:22][C:10]2[C:11]3[C:12]([Cl:32])([CH3:20])[C:13]([F:19])([F:18])[CH2:14][C:15]=3[CH:16]=[CH:17][C:9]=2[CH2:8][CH2:7]1)=[O:5])[CH3:2], predict the reactants needed to synthesize it. The reactants are: [CH2:1]([O:3][C:4]([N:6]1[CH2:23][CH2:22][C:10]2[C:11]3[C:12](O)([CH3:20])[C:13]([F:19])([F:18])[CH2:14][C:15]=3[CH:16]=[CH:17][C:9]=2[CH2:8][CH2:7]1)=[O:5])[CH3:2].N1C=CC=CC=1.O=S(Cl)[Cl:32]. (2) Given the product [CH3:29][N:17]([CH2:18][C:19]1[C:27]2[C:22](=[CH:23][CH:24]=[CH:25][CH:26]=2)[NH:21][C:20]=1[CH3:28])[C:15](=[O:16])/[CH:14]=[CH:13]/[C:10]1[CH:11]=[N:12][C:7]([NH:6][CH2:5][C:3]([NH:31][CH3:30])=[O:2])=[CH:8][CH:9]=1, predict the reactants needed to synthesize it. The reactants are: C[O:2][C:3]([CH2:5][NH:6][C:7]1[N:12]=[CH:11][C:10](/[CH:13]=[CH:14]/[C:15]([N:17]([CH3:29])[CH2:18][C:19]2[C:27]3[C:22](=[CH:23][CH:24]=[CH:25][CH:26]=3)[NH:21][C:20]=2[CH3:28])=[O:16])=[CH:9][CH:8]=1)=O.[CH3:30][NH2:31]. (3) Given the product [NH2:1][C@H:2]1[CH2:7][CH2:6][CH2:5][CH2:4][C@H:3]1[C:8]([O:10][CH3:12])=[O:9], predict the reactants needed to synthesize it. The reactants are: [NH2:1][C@H:2]1[CH2:7][CH2:6][CH2:5][CH2:4][C@H:3]1[C:8]([OH:10])=[O:9].Cl.[CH3:12]O. (4) Given the product [F:15][CH2:14][CH2:13][NH:5][C:4]1[CH:6]=[CH:7][CH:8]=[C:2]([F:1])[CH:3]=1, predict the reactants needed to synthesize it. The reactants are: [F:1][C:2]1[CH:3]=[C:4]([CH:6]=[CH:7][CH:8]=1)[NH2:5].S(C1C=CC(C)=CC=1)(O[CH2:13][CH2:14][F:15])(=O)=O.N1C(C)=CC=CC=1C. (5) Given the product [CH3:21][O:22][C:23](=[O:27])[C:24]([C:13]1[N:14]2[C:19]([CH:18]=[CH:17][CH:16]=[CH:15]2)=[C:11]([S:8]([C:5]2[CH:4]=[CH:3][C:2]([F:1])=[CH:7][CH:6]=2)(=[O:10])=[O:9])[C:12]=1[CH3:20])=[O:25], predict the reactants needed to synthesize it. The reactants are: [F:1][C:2]1[CH:7]=[CH:6][C:5]([S:8]([C:11]2[C:12]([CH3:20])=[CH:13][N:14]3[C:19]=2[CH:18]=[CH:17][CH:16]=[CH:15]3)(=[O:10])=[O:9])=[CH:4][CH:3]=1.[CH3:21][O:22][C:23](=[O:27])[C:24](Cl)=[O:25]. (6) Given the product [B:34]([C:10]1[CH:9]=[C:8]([F:11])[C:4]([C:5]([OH:7])=[O:6])=[C:3]([O:12][CH3:13])[C:2]=1[F:1])([OH:38])[OH:35], predict the reactants needed to synthesize it. The reactants are: [F:1][C:2]1[C:3]([O:12][CH3:13])=[C:4]([C:8]([F:11])=[CH:9][CH:10]=1)[C:5]([OH:7])=[O:6].[Li+].CC([N-]C(C)C)C.C(NC(C)C)(C)C.[Li]CCCC.[B:34](OCC)([O:38]CC)[O:35]CC.OS(O)(=O)=O.